Dataset: Full USPTO retrosynthesis dataset with 1.9M reactions from patents (1976-2016). Task: Predict the reactants needed to synthesize the given product. Given the product [Cl:1][C:2]1[CH:3]=[C:4]([CH:10]=[C:11]([O:15][CH3:16])[C:12]=1[CH2:13][N:28]1[CH2:29][CH2:30][CH2:31][C@H:26]([N:18]([CH3:17])[C:19]([O:20][C:21]([CH3:23])([CH3:22])[CH3:24])=[O:25])[CH2:27]1)[C:5]([O:7][CH2:8][CH3:9])=[O:6], predict the reactants needed to synthesize it. The reactants are: [Cl:1][C:2]1[CH:3]=[C:4]([CH:10]=[C:11]([O:15][CH3:16])[C:12]=1[CH:13]=O)[C:5]([O:7][CH2:8][CH3:9])=[O:6].[CH3:17][N:18]([C@H:26]1[CH2:31][CH2:30][CH2:29][NH:28][CH2:27]1)[C:19](=[O:25])[O:20][C:21]([CH3:24])([CH3:23])[CH3:22].